Dataset: Retrosynthesis with 50K atom-mapped reactions and 10 reaction types from USPTO. Task: Predict the reactants needed to synthesize the given product. Given the product CC(c1oc(=O)c2ccccc2c1-c1cncs1)n1nc(-c2cc(O)cc(F)c2)c2c(N)ncnc21, predict the reactants needed to synthesize it. The reactants are: CC(c1oc(=O)c2ccccc2c1-c1cncs1)n1nc(-c2cc(F)cc(O[Si](C)(C)C(C)(C)C)c2)c2c(N)ncnc21.